This data is from Forward reaction prediction with 1.9M reactions from USPTO patents (1976-2016). The task is: Predict the product of the given reaction. (1) Given the reactants [Br:1]Br.[F:3][C:4]([F:16])([F:15])[O:5][C:6]1[CH:11]=[CH:10][C:9]([C:12](=[O:14])[CH3:13])=[CH:8][CH:7]=1, predict the reaction product. The product is: [Br:1][CH2:13][C:12]([C:9]1[CH:8]=[CH:7][C:6]([O:5][C:4]([F:15])([F:16])[F:3])=[CH:11][CH:10]=1)=[O:14]. (2) Given the reactants [C:1]([O:8][CH3:9])(=[O:7])/[CH:2]=[CH:3]/[C:4]([OH:6])=[O:5].[C:10]([O:18][CH:19](Cl)[CH:20]([CH3:22])[CH3:21])(=[O:17])[C:11]1[CH:16]=[CH:15][CH:14]=[CH:13][CH:12]=1, predict the reaction product. The product is: [C:1]([O:8][CH3:9])(=[O:7])/[CH:2]=[CH:3]/[C:4]([O:6][CH:19]([O:18][C:10]([C:11]1[CH:16]=[CH:15][CH:14]=[CH:13][CH:12]=1)=[O:17])[CH:20]([CH3:22])[CH3:21])=[O:5]. (3) Given the reactants [C:1]([C:3]1[CH:8]=[CH:7][C:6]([N:9]2[CH2:14][CH2:13][N:12]([C:15]([C:17]3[CH:18]=[C:19]([S:24]([NH2:27])(=[O:26])=[O:25])[CH:20]=[CH:21][C:22]=3[OH:23])=[O:16])[CH2:11][CH2:10]2)=[CH:5][C:4]=1[F:28])#[N:2].[CH3:29][CH:30]([CH3:33])[CH2:31]O.C1(P(C2C=CC=CC=2)C2C=CC=CN=2)C=CC=CC=1.N(C(OC(C)(C)C)=O)=NC(OC(C)(C)C)=O, predict the reaction product. The product is: [C:1]([C:3]1[CH:8]=[CH:7][C:6]([N:9]2[CH2:10][CH2:11][N:12]([C:15]([C:17]3[CH:18]=[C:19]([S:24]([NH2:27])(=[O:25])=[O:26])[CH:20]=[CH:21][C:22]=3[O:23][CH2:29][CH:30]([CH3:33])[CH3:31])=[O:16])[CH2:13][CH2:14]2)=[CH:5][C:4]=1[F:28])#[N:2]. (4) Given the reactants Br[C:2]1[S:3][C:4]2[CH:11]=[CH:10][C:9]([Cl:12])=[CH:8][C:5]=2[C:6]=1[CH3:7].[CH:13]([Sn](CCCC)(CCCC)CCCC)=[CH2:14].O1C=CC=C1P(C1OC=CC=1)C1OC=CC=1, predict the reaction product. The product is: [Cl:12][C:9]1[CH:10]=[CH:11][C:4]2[S:3][C:2]([CH:13]=[CH2:14])=[C:6]([CH3:7])[C:5]=2[CH:8]=1. (5) Given the reactants [C:1]([O:5][C:6]([N:8]1[CH2:14][CH2:13][CH2:12][N:11]([C:15]([C:17]2[CH:18]=[C:19]3[C:23](=[CH:24][CH:25]=2)[N:22]([CH:26]([CH3:28])[CH3:27])[C:21]([C:29](O)=[O:30])=[CH:20]3)=[O:16])[CH2:10][CH2:9]1)=[O:7])([CH3:4])([CH3:3])[CH3:2].[NH:32]1[CH2:37][CH2:36][O:35][CH2:34][CH2:33]1.Cl.C(N=C=NCCCN(C)C)C, predict the reaction product. The product is: [C:1]([O:5][C:6]([N:8]1[CH2:14][CH2:13][CH2:12][N:11]([C:15]([C:17]2[CH:18]=[C:19]3[C:23](=[CH:24][CH:25]=2)[N:22]([CH:26]([CH3:27])[CH3:28])[C:21]([C:29]([N:32]2[CH2:37][CH2:36][O:35][CH2:34][CH2:33]2)=[O:30])=[CH:20]3)=[O:16])[CH2:10][CH2:9]1)=[O:7])([CH3:2])([CH3:4])[CH3:3].